Task: Regression. Given a peptide amino acid sequence and an MHC pseudo amino acid sequence, predict their binding affinity value. This is MHC class I binding data.. Dataset: Peptide-MHC class I binding affinity with 185,985 pairs from IEDB/IMGT (1) The peptide sequence is LTIKSNIL. The MHC is Mamu-A02 with pseudo-sequence Mamu-A02. The binding affinity (normalized) is 0.865. (2) The peptide sequence is AIDPRRIVA. The binding affinity (normalized) is 0.0847. The MHC is HLA-A02:12 with pseudo-sequence HLA-A02:12. (3) The peptide sequence is LYVSKLNGPV. The MHC is H-2-Kd with pseudo-sequence H-2-Kd. The binding affinity (normalized) is 0.469. (4) The peptide sequence is VAAKGAPAL. The MHC is HLA-B27:05 with pseudo-sequence HLA-B27:05. The binding affinity (normalized) is 0.0847.